From a dataset of Full USPTO retrosynthesis dataset with 1.9M reactions from patents (1976-2016). Predict the reactants needed to synthesize the given product. (1) Given the product [CH3:1][C:2]1([CH3:41])[N:6]([CH2:7][CH2:8][O:9][CH2:10][CH2:11][O:12][CH2:13][CH2:14][S:15]([CH2:16][CH2:17][CH2:18][C:19]([F:24])([F:25])[C:20]([F:23])([F:22])[F:21])=[O:68])[C:5](=[O:26])[N:4]([C:27]2[CH:32]=[CH:31][C:30]([N+:33]([O-:35])=[O:34])=[C:29]([C:36]([F:38])([F:39])[F:37])[CH:28]=2)[C:3]1=[O:40], predict the reactants needed to synthesize it. The reactants are: [CH3:1][C:2]1([CH3:41])[N:6]([CH2:7][CH2:8][O:9][CH2:10][CH2:11][O:12][CH2:13][CH2:14][S:15][CH2:16][CH2:17][CH2:18][C:19]([F:25])([F:24])[C:20]([F:23])([F:22])[F:21])[C:5](=[O:26])[N:4]([C:27]2[CH:32]=[CH:31][C:30]([N+:33]([O-:35])=[O:34])=[C:29]([C:36]([F:39])([F:38])[F:37])[CH:28]=2)[C:3]1=[O:40].CC1(C)N(CCCCCCCCCSCCCC(F)(F)C(F)(F)F)C(=[O:68])N(C2C=CC([N+]([O-])=O)=C(C(F)(F)F)C=2)C1=O. (2) Given the product [CH:41]1([N:25]([CH2:26][C:27]2[C:35]3[C:30](=[CH:31][CH:32]=[CH:33][CH:34]=3)[N:29]([CH2:36][CH2:37][CH2:38][O:39][CH3:40])[CH:28]=2)[C:24]([C@@H:22]2[CH2:21][C@H:20]([N:45]([CH2:46][C:47]3[CH:52]=[CH:51][CH:50]=[CH:49][CH:48]=3)[C:62](=[O:67])[C:63]([CH3:66])([CH3:65])[CH3:64])[CH2:19][NH:18][CH2:23]2)=[O:44])[CH2:42][CH2:43]1, predict the reactants needed to synthesize it. The reactants are: C1C2C(COC([N:18]3[CH2:23][C@H:22]([C:24](=[O:44])[N:25]([CH:41]4[CH2:43][CH2:42]4)[CH2:26][C:27]4[C:35]5[C:30](=[CH:31][CH:32]=[CH:33][CH:34]=5)[N:29]([CH2:36][CH2:37][CH2:38][O:39][CH3:40])[CH:28]=4)[CH2:21][C@H:20]([NH:45][CH2:46][C:47]4[CH:52]=[CH:51][CH:50]=[CH:49][CH:48]=4)[CH2:19]3)=O)C3C(=CC=CC=3)C=2C=CC=1.CCN(C(C)C)C(C)C.[C:62](Cl)(=[O:67])[C:63]([CH3:66])([CH3:65])[CH3:64]. (3) Given the product [CH3:21][C:20]1[CH:19]=[CH:18][C:17]([NH:22][C:23](=[O:34])[C:24]2[CH:29]=[CH:28][CH:27]=[C:26]([C:30]([F:31])([F:32])[F:33])[CH:25]=2)=[CH:16][C:15]=1[NH:14][C:8]([C:7]1[C:2]([NH2:1])=[N:3][C:4]([S:11][CH3:12])=[N:5][CH:6]=1)=[O:10], predict the reactants needed to synthesize it. The reactants are: [NH2:1][C:2]1[C:7]([C:8]([O-:10])=O)=[CH:6][N:5]=[C:4]([S:11][CH3:12])[N:3]=1.[Na].[NH2:14][C:15]1[CH:16]=[C:17]([NH:22][C:23](=[O:34])[C:24]2[CH:29]=[CH:28][CH:27]=[C:26]([C:30]([F:33])([F:32])[F:31])[CH:25]=2)[CH:18]=[CH:19][C:20]=1[CH3:21].CCN(C(C)C)C(C)C.CN(C(ON1N=NC2C=CC=NC1=2)=[N+](C)C)C.F[P-](F)(F)(F)(F)F.